This data is from Forward reaction prediction with 1.9M reactions from USPTO patents (1976-2016). The task is: Predict the product of the given reaction. Given the reactants [Br:1][CH2:2][CH2:3][CH2:4][C:5]1[O:9][N:8]=[C:7]([C:10]([O:12]CC)=[O:11])[CH:6]=1.C(O)C.[OH-].[K+], predict the reaction product. The product is: [Br:1][CH2:2][CH2:3][CH2:4][C:5]1[O:9][N:8]=[C:7]([C:10]([OH:12])=[O:11])[CH:6]=1.